Dataset: Full USPTO retrosynthesis dataset with 1.9M reactions from patents (1976-2016). Task: Predict the reactants needed to synthesize the given product. (1) Given the product [O:27]1[C:28]2[CH:34]=[CH:33][C:32]([O:21][CH2:20][CH:16]3[CH2:17][CH2:18][CH2:19][N:14]([C:12]([C:8]4([C:5]5[CH:6]=[CH:7][C:2]([Cl:1])=[CH:3][CH:4]=5)[CH2:11][CH2:10][CH2:9]4)=[O:13])[CH2:15]3)=[CH:31][C:29]=2[O:30][CH2:26]1, predict the reactants needed to synthesize it. The reactants are: [Cl:1][C:2]1[CH:7]=[CH:6][C:5]([C:8]2([C:12]([N:14]3[CH2:19][CH2:18][CH2:17][CH:16]([CH2:20][O:21]S(C)(=O)=O)[CH2:15]3)=[O:13])[CH2:11][CH2:10][CH2:9]2)=[CH:4][CH:3]=1.[CH2:26]1[O:30][C:29]2[CH:31]=[C:32](O)[CH:33]=[CH:34][C:28]=2[O:27]1.C(=O)([O-])[O-].[Cs+].[Cs+]. (2) Given the product [CH3:18][O:17][C:15](=[O:16])[CH:14]([NH:13][C:11](=[O:12])[CH:9]([NH:8][C:6]([O:5][C:1]([CH3:2])([CH3:3])[CH3:4])=[O:7])[CH2:10][CH3:22])[CH:19]1[CH2:20][CH2:21]1, predict the reactants needed to synthesize it. The reactants are: [C:1]([O:5][C:6]([NH:8][C@H:9]([C:11]([NH:13][CH:14]([CH:19]1[CH2:21][CH2:20]1)[C:15]([O:17][CH3:18])=[O:16])=[O:12])[CH3:10])=[O:7])([CH3:4])([CH3:3])[CH3:2].[C:22](NC(CC)C(O)=O)(OC(C)(C)C)=O. (3) Given the product [O:14]1[CH2:15][CH2:16][O:17][C:12]2[CH:11]=[C:10]([NH:8][C:9]3[N:3]4[CH:4]=[CH:5][N:6]=[CH:7][C:2]4=[N:1][C:27]=3[C:22]3[C:21]([F:20])=[CH:26][CH:25]=[CH:24][N:23]=3)[CH:19]=[CH:18][C:13]1=2, predict the reactants needed to synthesize it. The reactants are: [NH2:1][C:2]1[CH:7]=[N:6][CH:5]=[CH:4][N:3]=1.[N+:8]([C:10]1[CH:19]=[CH:18][C:13]2[O:14][CH2:15][CH2:16][O:17][C:12]=2[CH:11]=1)#[C-:9].[F:20][C:21]1[C:22]([CH:27]=O)=[N:23][CH:24]=[CH:25][CH:26]=1.[Cl-].[In+3].[Cl-].[Cl-]. (4) Given the product [CH3:1][S:2]([NH:5][CH2:6][C:7]1[CH:8]=[C:9]2[C:13](=[CH:14][CH:15]=1)[C:12](=[O:16])[N:11]([CH2:17][C:18]([OH:20])=[O:19])[C:10]2=[O:25])(=[O:3])=[O:4], predict the reactants needed to synthesize it. The reactants are: [CH3:1][S:2]([NH:5][CH2:6][C:7]1[CH:8]=[C:9]2[C:13](=[CH:14][CH:15]=1)[C:12](=[O:16])[N:11]([CH2:17][C:18]([O:20]C(C)(C)C)=[O:19])[C:10]2=[O:25])(=[O:4])=[O:3].C(O)(C(F)(F)F)=O.